From a dataset of Reaction yield outcomes from USPTO patents with 853,638 reactions. Predict the reaction yield, written as a fraction of the theoretical maximum amount of product (1.0 means a 100% yield; for example, 0.34 means a 34% yield). (1) The catalyst is CN(C)C=O. The yield is 1.00. The reactants are [F:1][C:2]1[CH:7]=[CH:6][C:5]([S:8]([N:11]2[C@H:16]([C:17](O)=[O:18])[C@@H:15]3[C@@H:13]([C:14]3([CH3:21])[CH3:20])[CH2:12]2)(=[O:10])=[O:9])=[CH:4][CH:3]=1.Cl.[Br:23][C:24]1[CH:25]=[C:26]([CH:29]=[CH:30][C:31]=1[F:32])[CH2:27][NH2:28].C(N(CC)C(C)C)(C)C.CN(C(ON1N=NC2C=CC=NC1=2)=[N+](C)C)C.F[P-](F)(F)(F)(F)F. The product is [Br:23][C:24]1[CH:25]=[C:26]([CH:29]=[CH:30][C:31]=1[F:32])[CH2:27][NH:28][C:17]([C@H:16]1[N:11]([S:8]([C:5]2[CH:6]=[CH:7][C:2]([F:1])=[CH:3][CH:4]=2)(=[O:9])=[O:10])[CH2:12][C@H:13]2[C@@H:15]1[C:14]2([CH3:21])[CH3:20])=[O:18]. (2) The reactants are [N:1]1([CH2:8][CH2:9][O:10][C:11]2[CH:16]=[CH:15][C:14]([C:17]([C:19]3[C:28]4[C:23](=[CH:24][C:25]([O:29]C)=[CH:26][CH:27]=4)[CH:22]=[CH:21][C:20]=3[C:31]3[C:36]([F:37])=[CH:35][CH:34]=[C:33]([F:38])[C:32]=3[F:39])=[O:18])=[CH:13][CH:12]=2)[CH2:7][CH2:6][CH2:5][CH2:4][CH2:3][CH2:2]1.B(Br)(Br)Br.OC1C=C2C(=CC=1)C(C(C1C=CC(OCCN3CCCCC3)=CC=1)=O)=C(C1C(F)=CC(F)=CC=1F)C=C2. No catalyst specified. The product is [N:1]1([CH2:8][CH2:9][O:10][C:11]2[CH:16]=[CH:15][C:14]([C:17]([C:19]3[C:28]4[C:23](=[CH:24][C:25]([OH:29])=[CH:26][CH:27]=4)[CH:22]=[CH:21][C:20]=3[C:31]3[C:36]([F:37])=[CH:35][CH:34]=[C:33]([F:38])[C:32]=3[F:39])=[O:18])=[CH:13][CH:12]=2)[CH2:7][CH2:6][CH2:5][CH2:4][CH2:3][CH2:2]1. The yield is 0.820. (3) The reactants are [NH2:1][C:2]1[CH:3]=[C:4]([N:19]2[CH2:24][CH2:23][N:22]([CH2:25][CH2:26][OH:27])[CH2:21][CH2:20]2)[CH:5]=[CH:6][C:7]=1/[CH:8]=[CH:9]/[C:10]1[C:18]2[C:13](=[CH:14][CH:15]=[CH:16][CH:17]=2)[NH:12][N:11]=1.[C:28]1(=O)[O:33][C:31](=[O:32])[C:30]2=[CH:34][CH:35]=[CH:36][CH:37]=[C:29]12.C(N(CC)CC)C.O. The catalyst is CC1C=CC(C)=CC=1. The product is [OH:27][CH2:26][CH2:25][N:22]1[CH2:21][CH2:20][N:19]([C:4]2[CH:5]=[CH:6][C:7](/[CH:8]=[CH:9]/[C:10]3[C:18]4[C:13](=[CH:14][CH:15]=[CH:16][CH:17]=4)[NH:12][N:11]=3)=[C:2]([N:1]3[C:31](=[O:32])[C:30]4[C:29](=[CH:37][CH:36]=[CH:35][CH:34]=4)[C:28]3=[O:33])[CH:3]=2)[CH2:24][CH2:23]1. The yield is 0.0300. (4) The reactants are [OH-:1].[Na+].[CH3:3][C:4]1[C:12]2[C:7](=[N:8][CH:9]=[CH:10][CH:11]=2)[NH:6][N:5]=1.[O-][Mn](=O)(=O)=O.[K+].C[OH:20]. The catalyst is O.C(Cl)Cl. The product is [NH:6]1[C:7]2=[N:8][CH:9]=[CH:10][CH:11]=[C:12]2[C:4]([C:3]([OH:20])=[O:1])=[N:5]1. The yield is 0.810. (5) The reactants are O1CCCCC1O[C:8]1[CH:13]=[CH:12][C:11]([C:14]#[C:15][C:16]2[CH:21]=[CH:20][C:19]([C:22]([F:25])([F:24])[F:23])=[CH:18][CH:17]=2)=[CH:10][CH:9]=1.C(Cl)Cl.CC1C=CC(S(O)(=O)=[O:37])=CC=1. The catalyst is CO. The product is [OH:37][C:9]1[CH:8]=[CH:13][CH:12]=[C:11]([C:14]#[C:15][C:16]2[CH:21]=[CH:20][C:19]([C:22]([F:25])([F:24])[F:23])=[CH:18][CH:17]=2)[CH:10]=1. The yield is 0.900. (6) The product is [O:19]1[C:20]2[N:21]=[C:11]([N:8]3[CH2:9][CH2:10][N:5]([C:3]([O:2][CH3:1])=[O:4])[CH2:6][CH2:7]3)[CH:12]=[CH:13][C:14]=2[CH2:15][NH:16][CH2:17][CH2:18]1. The reactants are [CH3:1][O:2][C:3]([N:5]1[CH2:10][CH2:9][N:8]([C:11]2[CH:12]=[CH:13][C:14]3[CH2:15][N:16](C(OC(C)(C)C)=O)[CH2:17][CH2:18][O:19][C:20]=3[N:21]=2)[CH2:7][CH2:6]1)=[O:4]. The catalyst is Cl.C(OCC)(=O)C.C(OCC)(=O)C. The yield is 0.830.